From a dataset of Forward reaction prediction with 1.9M reactions from USPTO patents (1976-2016). Predict the product of the given reaction. (1) Given the reactants [NH2:1][NH:2][C:3]([C:5]1[CH:10]=[CH:9][CH:8]=[C:7]([CH3:11])[N:6]=1)=[NH:4].[CH3:12][O:13][C:14]1[CH:21]=[CH:20][C:17]([CH:18]=O)=[C:16]([OH:22])[CH:15]=1, predict the reaction product. The product is: [CH3:12][O:13][C:14]1[CH:21]=[CH:20][C:17]([C:18]2[NH:1][N:2]=[C:3]([C:5]3[CH:10]=[CH:9][CH:8]=[C:7]([CH3:11])[N:6]=3)[N:4]=2)=[C:16]([OH:22])[CH:15]=1. (2) Given the reactants [CH2:1]([O:3][C:4](=[O:25])[CH2:5][CH:6]1[O:10][B:9]([OH:11])[C:8]2[CH:12]=[C:13]([O:16][C:17]3[CH:22]=[CH:21][CH:20]=[C:19]([CH:23]=O)[CH:18]=3)[CH:14]=[CH:15][C:7]1=2)[CH3:2].C(OC(OCC)OCC)C.[C:36]([O:40][C:41]([N:43]1[CH2:48][CH2:47][NH:46][CH2:45][CH2:44]1)=[O:42])([CH3:39])([CH3:38])[CH3:37].[BH-](OC(C)=O)(OC(C)=O)OC(C)=O.[Na+].[OH-].[Na+], predict the reaction product. The product is: [C:36]([O:40][C:41]([N:43]1[CH2:48][CH2:47][N:46]([CH2:23][C:19]2[CH:20]=[CH:21][CH:22]=[C:17]([O:16][C:13]3[CH:14]=[CH:15][C:7]4[CH:6]([CH2:5][C:4]([O:3][CH2:1][CH3:2])=[O:25])[O:10][B:9]([OH:11])[C:8]=4[CH:12]=3)[CH:18]=2)[CH2:45][CH2:44]1)=[O:42])([CH3:39])([CH3:37])[CH3:38].